Dataset: Reaction yield outcomes from USPTO patents with 853,638 reactions. Task: Predict the reaction yield, written as a fraction of the theoretical maximum amount of product (1.0 means a 100% yield; for example, 0.34 means a 34% yield). (1) The product is [CH2:1]([O:8][C:9]1[CH:18]=[C:17]2[C:12]([C:13]([Cl:35])=[CH:14][CH:15]=[N:16]2)=[CH:11][C:10]=1[O:20][CH3:21])[C:2]1[CH:7]=[CH:6][CH:5]=[CH:4][CH:3]=1. The reactants are [CH2:1]([O:8][C:9]1[CH:18]=[C:17]2[C:12]([C:13](O)=[CH:14][CH:15]=[N:16]2)=[CH:11][C:10]=1[O:20][CH3:21])[C:2]1[CH:7]=[CH:6][CH:5]=[CH:4][CH:3]=1.C(=O)([O-])[O-].[Na+].[Na+].C(=O)(O)[O-].[Na+].P(Cl)(Cl)([Cl:35])=O. The yield is 0.950. No catalyst specified. (2) The reactants are [C:20]([OH:22])(=[O:21])[CH2:19][CH2:18][CH2:17][CH2:16][CH2:15]CCCC=CCCC[CH2:15][CH2:16][CH2:17][CH2:18][CH2:19][C:20]([OH:22])=[O:21].[C:25]([OH:30])(=[O:29])[CH2:26][CH2:27][CH3:28]. No catalyst specified. The product is [C:20]([OH:22])(=[O:21])[CH2:19][CH2:18][CH2:17][CH2:16][CH2:15][CH2:28][CH2:27][CH2:26][C:25]([OH:30])=[O:29]. The yield is 0.350. (3) The product is [ClH:1].[N:18]1[CH:23]=[CH:22][C:21]([N:24]2[CH2:25][CH2:26][CH:27]([C:28]([NH:16][C:11]3[CH:12]=[CH:13][CH:14]=[CH:15][C:10]=3[C:9]([NH:8][C:5]3[CH:4]=[CH:3][C:2]([Cl:1])=[CH:7][CH:6]=3)=[O:17])=[O:29])[CH2:31][CH2:32]2)=[CH:20][CH:19]=1. The reactants are [Cl:1][C:2]1[CH:7]=[CH:6][C:5]([NH:8][C:9](=[O:17])[C:10]2[CH:15]=[CH:14][CH:13]=[CH:12][C:11]=2[NH2:16])=[CH:4][CH:3]=1.[N:18]1[CH:23]=[CH:22][C:21]([N:24]2[CH2:32][CH2:31][CH:27]([C:28](Cl)=[O:29])[CH2:26][CH2:25]2)=[CH:20][CH:19]=1. No catalyst specified. The yield is 0.370. (4) The reactants are I[C:2]1[CH:7]=[C:6]([N+:8]([O-:10])=[O:9])[CH:5]=[C:4]([O:11][CH3:12])[CH:3]=1.[C:13]1(B(O)O)[CH:18]=[CH:17][CH:16]=[CH:15][CH:14]=1.C(=O)([O-])[O-].[K+].[K+].C1(C)C=CC=CC=1. The catalyst is C(O)C.C1(P([Pd-4](P(C2C=CC=CC=2)(C2C=CC=CC=2)C2C=CC=CC=2)(P(C2C=CC=CC=2)(C2C=CC=CC=2)C2C=CC=CC=2)P(C2C=CC=CC=2)(C2C=CC=CC=2)C2C=CC=CC=2)(C2C=CC=CC=2)C2C=CC=CC=2)C=CC=CC=1. The product is [CH3:12][O:11][C:4]1[CH:3]=[C:2]([C:13]2[CH:18]=[CH:17][CH:16]=[CH:15][CH:14]=2)[CH:7]=[C:6]([N+:8]([O-:10])=[O:9])[CH:5]=1. The yield is 0.810.